From a dataset of Full USPTO retrosynthesis dataset with 1.9M reactions from patents (1976-2016). Predict the reactants needed to synthesize the given product. (1) Given the product [N:16]1([S:12]([CH2:11][CH2:10][C:7]2[CH:8]=[CH:9][C:4]([NH2:1])=[CH:5][CH:6]=2)(=[O:14])=[O:13])[CH2:21][CH2:20][O:19][CH2:18][CH2:17]1, predict the reactants needed to synthesize it. The reactants are: [N+:1]([C:4]1[CH:9]=[CH:8][C:7]([CH2:10][CH2:11][S:12](Cl)(=[O:14])=[O:13])=[CH:6][CH:5]=1)([O-])=O.[NH:16]1[CH2:21][CH2:20][O:19][CH2:18][CH2:17]1. (2) Given the product [Br:1][C:2]1[CH:7]=[C:6]([CH2:5][CH:4]([OH:21])[CH2:3][OH:11])[CH:8]=[CH:19][C:18]=1[O:17][CH3:16], predict the reactants needed to synthesize it. The reactants are: [Br:1][C:2]1[CH:7]=[C:6]([CH2:8]C=C)[CH:5]=[CH:4][C:3]=1[O:11]C.C[N+]1([O-])[CH2:19][CH2:18][O:17][CH2:16]C1.[O-:21]S([O-])=O.[Na+].[Na+].C(OCC)(=O)C. (3) Given the product [ClH:38].[NH2:7][C:8]([CH2:9][CH2:10][C:11]1[CH:16]=[CH:15][C:14]([O:17][CH2:18][CH2:19][CH2:20][C:21]2[CH:26]=[CH:25][CH:24]=[C:23]([C:27]#[N:28])[CH:22]=2)=[C:13]([C:29]([F:30])([F:31])[F:32])[CH:12]=1)([CH2:35][OH:36])[CH2:33][OH:34], predict the reactants needed to synthesize it. The reactants are: C(OC(=O)[NH:7][C:8]([CH2:35][OH:36])([CH2:33][OH:34])[CH2:9][CH2:10][C:11]1[CH:16]=[CH:15][C:14]([O:17][CH2:18][CH2:19][CH2:20][C:21]2[CH:26]=[CH:25][CH:24]=[C:23]([C:27]#[N:28])[CH:22]=2)=[C:13]([C:29]([F:32])([F:31])[F:30])[CH:12]=1)(C)(C)C.[ClH:38].O1CCOCC1. (4) Given the product [CH:3]([N:6]1[CH2:11][CH2:10][N:9]([C:12]([C:14]2[CH:22]=[CH:21][C:17]([CH:18]=[O:19])=[CH:16][CH:15]=2)=[O:13])[CH2:8][CH2:7]1)([CH3:5])[CH3:4], predict the reactants needed to synthesize it. The reactants are: Cl.Cl.[CH:3]([N:6]1[CH2:11][CH2:10][NH:9][CH2:8][CH2:7]1)([CH3:5])[CH3:4].[CH:12]([C:14]1[CH:22]=[CH:21][C:17]([C:18](O)=[O:19])=[CH:16][CH:15]=1)=[O:13].